From a dataset of Experimentally validated miRNA-target interactions with 360,000+ pairs, plus equal number of negative samples. Binary Classification. Given a miRNA mature sequence and a target amino acid sequence, predict their likelihood of interaction. (1) The protein sequence of the target gene is MPTLRDSTMSHPGENPHQVRVKAYYRGDIMITHFEPSISYEGLCNEVRDMCSMDNDQLFTMKWIDEEGDPCTVSSQLELEEALRLYELNKDSELIIHVFPCVPEKPGMPCPGEDKSIYRRGARRWRKLYYATGHAFQAKRFNRRAHCAICTDRIWGLGRQGYKCINCKLLVHKKCHKLVTVECGRQVIQDPMIGRIDPGSTHPEHPDQVLGKKNSTESINHEGEEHEAVGSRESGKAVSSLGLIDFDLLRVIGRGSYAKVLLVRLKKTERIYAMKVVKKELVNDDEDIDWVQTEKHVFEQ.... The miRNA is hsa-miR-548at-3p with sequence CAAAACCGCAGUAACUUUUGU. Result: 0 (no interaction). (2) The miRNA is hsa-miR-548aq-3p with sequence CAAAAACUGCAAUUACUUUUGC. The protein sequence of the target gene is MNNHVSSKPSTMKLKHTINPILLYFIHFLISLYTILTYIPFYFFSESRQEKSNRIKAKPVNSKPDSAYRSVNSLDGLASVLYPGCDTLDKVFTYAKNKFKNKRLLGTREVLNEEDEVQPNGKIFKKVILGQYNWLSYEDVFVRAFNFGNGLQMLGQKPKTNIAIFCETRAEWMIAAQACFMYNFQLVTLYATLGGPAIVHALNETEVTNIITSKELLQTKLKDIVSLVPRLRHIITVDGKPPTWSEFPKGIIVHTMAAVEALGAKASMENQPHSKPLPSDIAVIMYTSGSTGLPKGVMIS.... Result: 1 (interaction). (3) The miRNA is mmu-miR-7001-3p with sequence CGCUCACACUCCCUCUGCAG. The protein sequence of the target gene is MPSQMEHAMETMMLTFHRFAGDKDHLTKEDLRVLMEREFPGFLENQKDPLAVDKIMKDLDQCRDGKVGFQSFLSLVAGLTIACNDYFVVNMKQKGKK. Result: 0 (no interaction). (4) The miRNA is hsa-miR-6763-5p with sequence CUGGGGAGUGGCUGGGGAG. The protein sequence of the target gene is MLRRPAPALAPAARLLLAGLLCGGGVWAARVNKHKPWLEPTYHGIVTENDNTVLLDPPLIALDKDAPLRFAESFEVTVTKEGEICGFKIHGQNVPFDAVVVDKSTGEGVIRSKEKLDCELQKDYSFTIQAYDCGKGPDGTNVKKSHKATVHIQVNDVNEYAPVFKEKSYKATVIEGKQYDSILRVEAVDADCSPQFSQICSYEIITPDVPFTVDKDGYIKNTEKLNYGKEHQYKLTVTAYDCGKKRATEDVLVKISIKPTCTPGWQGWNNRIEYEPGTGALAVFPNIHLETCDEPVASVQ.... Result: 1 (interaction). (5) The miRNA is mmu-miR-669o-5p with sequence UAGUUGUGUGUGCAUGUUUAUGU. The protein sequence of the target gene is MTVFRQENVDDYYDTGEELGSGQFAVVKKCREKSTGLQYAAKFIKKRRTKSSRRGVSREDIEREVSILKEIQHPNVITLHEVYENKTDVILILELVAGGELFDFLAEKESLTEEEATEFLKQILNGVYYLHSLQIAHFDLKPENIMLLDRNVPKPRIKIIDFGLAHKIDFGNEFKNIFGTPEFVAPEIVNYEPLGLEADMWSIGVITYILLSGASPFLGDTKQETLANVSAVNYEFEDEYFSNTSALAKDFIRRLLVKDPKKRMTIQDSLQHPWIKPKDTQQALSRKASAVNMEKFKKFA.... Result: 0 (no interaction). (6) The miRNA is hsa-miR-6745 with sequence UGGGUGGAAGAAGGUCUGGUU. The protein sequence of the target gene is MSQSNRELVVDFLSYKLSQKGYSWSQFSDVEENRTEAPEGTESEMETPSAINGNPSWHLADSPAVNGATGHSSSLDAREVIPMAAVKQALREAGDEFELRYRRAFSDLTSQLHITPGTAYQSFEQVVNELFRDGVNWGRIVAFFSFGGALCVESVDKEMQVLVSRIAAWMATYLNDHLEPWIQENGGWDTFVELYGNNAAAESRKGQERFNRWFLTGMTVAGVVLLGSLFSRK. Result: 1 (interaction). (7) The miRNA is cel-miR-58b-3p with sequence AGAGAUCAACCAUUGAGAUCCAA. The protein sequence of the target gene is MRGYLVAIFLSAVFLYYVLHCILWGTNVYWVAPVEMKRRNKIQPCLSKPAFASLLRFHQFHPFLCAADFRKIASLYGSDKFDLPYGMRTSAEYFRLALSKLQSCDLFDEFDNIPCKKCVVVGNGGVLKNKTLGEKIDSYDVIIRMNNGPVLGHEEEVGRRTTFRLFYPESVFSDPIHNDPNTTVILTAFKPHDLRWLLELLMGDKINTNGFWKKPALNLIYKPYQIRILDPFIIRTAAYELLHFPKVFPKNQKPKHPTTGIIAITLAFYICHEVHLAGFKYNFSDLKSPLHYYGNATMSL.... Result: 0 (no interaction).